Dataset: Forward reaction prediction with 1.9M reactions from USPTO patents (1976-2016). Task: Predict the product of the given reaction. (1) Given the reactants [NH2:1][CH2:2][CH2:3][NH:4][C:5](=O)[CH2:6][C:7]1[CH:12]=[CH:11][C:10]([O:13][CH2:14][CH3:15])=[C:9]([O:16][CH3:17])[CH:8]=1.N(CC)(C)C, predict the reaction product. The product is: [CH2:14]([O:13][C:10]1[CH:11]=[CH:12][C:7]([CH2:6][CH2:5][NH:4][CH2:3][CH2:2][NH2:1])=[CH:8][C:9]=1[O:16][CH3:17])[CH3:15]. (2) Given the reactants CS(C)=O.Cl[C:6]1[N:7]([CH2:28][CH:29]2[CH2:31][CH2:30]2)[C:8]2[C:13]([N:14]=1)=[C:12]([N:15]1[CH2:20][CH2:19][O:18][CH2:17][CH2:16]1)[N:11]=[C:10]([C:21]1[CH:22]=[N:23][C:24]([NH2:27])=[N:25][CH:26]=1)[N:9]=2.[NH:32]1[CH2:37][CH2:36][NH:35][CH2:34][CH2:33]1, predict the reaction product. The product is: [CH:29]1([CH2:28][N:7]2[C:6]([N:32]3[CH2:37][CH2:36][NH:35][CH2:34][CH2:33]3)=[N:14][C:13]3[C:8]2=[N:9][C:10]([C:21]2[CH:22]=[N:23][C:24]([NH2:27])=[N:25][CH:26]=2)=[N:11][C:12]=3[N:15]2[CH2:20][CH2:19][O:18][CH2:17][CH2:16]2)[CH2:31][CH2:30]1. (3) The product is: [Br:22]/[C:8](/[C:5]1[CH:6]=[CH:7][C:2]([F:1])=[CH:3][CH:4]=1)=[C:9](\[C:12]1[CH:17]=[CH:16][CH:15]=[CH:14][CH:13]=1)/[CH2:10][CH3:11]. Given the reactants [F:1][C:2]1[CH:7]=[CH:6][C:5](/[C:8](/[Si](C)(C)C)=[C:9](/[C:12]2[CH:17]=[CH:16][CH:15]=[CH:14][CH:13]=2)\[CH2:10][CH3:11])=[CH:4][CH:3]=1.[Br:22]Br.C[O-].[Na+].CCOC(C)=O, predict the reaction product. (4) Given the reactants [CH2:1]([O:3][C:4]([C:6]1([C:9]2[CH:14]=[CH:13][C:12]([C:15]3[CH:20]=[CH:19][C:18]([C:21]4[S:22][C:23]([F:29])=[CH:24][C:25]=4C(O)=O)=[CH:17][C:16]=3[O:30][CH3:31])=[CH:11][CH:10]=2)[CH2:8][CH2:7]1)=[O:5])[CH3:2].C([N:34]([CH2:37]C)CC)C.C1(P(N=[N+]=[N-])(C2C=CC=CC=2)=[O:46])C=CC=CC=1.[Cl:56][C:57]1[CH:62]=[CH:61][C:60]([F:63])=[CH:59][C:58]=1[CH:64]([OH:66])[CH3:65], predict the reaction product. The product is: [CH2:1]([O:3][C:4]([C:6]1([C:9]2[CH:10]=[CH:11][C:12]([C:15]3[CH:20]=[CH:19][C:18]([C:21]4[S:22][C:23]([F:29])=[CH:24][C:25]=4[NH:34][C:37]([O:66][CH:64]([C:58]4[CH:59]=[C:60]([F:63])[CH:61]=[CH:62][C:57]=4[Cl:56])[CH3:65])=[O:46])=[CH:17][C:16]=3[O:30][CH3:31])=[CH:13][CH:14]=2)[CH2:8][CH2:7]1)=[O:5])[CH3:2]. (5) Given the reactants [ClH:1].[F:2][C:3]1[CH:16]=[C:15]([F:17])[C:14]([C:18]2[CH:23]=[CH:22][N:21]=[CH:20][CH:19]=2)=[CH:13][C:4]=1[CH2:5][NH:6][C:7](=[O:12])[C:8]([F:11])([F:10])[F:9].[H][H], predict the reaction product. The product is: [ClH:1].[F:2][C:3]1[CH:16]=[C:15]([F:17])[C:14]([CH:18]2[CH2:19][CH2:20][NH:21][CH2:22][CH2:23]2)=[CH:13][C:4]=1[CH2:5][NH:6][C:7](=[O:12])[C:8]([F:11])([F:10])[F:9]. (6) Given the reactants [CH2:1]([Zn]CC)C.CCCCCC.FC(F)(F)C(O)=O.ICI.[OH:22][C:23]1([CH2:36][C:37]([CH3:39])=[CH2:38])[CH2:28][CH2:27][N:26]([C:29]([O:31][C:32]([CH3:35])([CH3:34])[CH3:33])=[O:30])[CH2:25][CH2:24]1, predict the reaction product. The product is: [OH:22][C:23]1([CH2:36][C:37]2([CH3:1])[CH2:39][CH2:38]2)[CH2:24][CH2:25][N:26]([C:29]([O:31][C:32]([CH3:33])([CH3:34])[CH3:35])=[O:30])[CH2:27][CH2:28]1. (7) Given the reactants Cl.[Br:2][C:3]1[C:4]([S:11][CH2:12][CH2:13][CH2:14][Cl:15])=[C:5]([NH:9]N)[CH:6]=[CH:7][CH:8]=1.O.Cl.[NH:18]1[CH2:23][CH2:22][C:21](=O)[CH2:20][CH2:19]1.Cl, predict the reaction product. The product is: [ClH:15].[Br:2][C:3]1[CH:8]=[CH:7][C:6]2[C:20]3[CH2:19][NH:18][CH2:23][CH2:22][C:21]=3[NH:9][C:5]=2[C:4]=1[S:11][CH2:12][CH2:13][CH2:14][Cl:15].